This data is from Reaction yield outcomes from USPTO patents with 853,638 reactions. The task is: Predict the reaction yield, written as a fraction of the theoretical maximum amount of product (1.0 means a 100% yield; for example, 0.34 means a 34% yield). The reactants are [OH:1][C:2]1[C:11]2[N:10]=[C:9]([CH3:12])[CH:8]=[CH:7][C:6]=2[C:5]([S:13]([OH:16])(=[O:15])=[O:14])=[CH:4][CH:3]=1.[OH-].[K+].[Cl:19][O-].[Na+]. The catalyst is O. The product is [Cl:19][C:3]1[CH:4]=[C:5]([S:13]([OH:16])(=[O:15])=[O:14])[C:6]2[CH:7]=[CH:8][C:9]([CH3:12])=[N:10][C:11]=2[C:2]=1[OH:1]. The yield is 0.340.